This data is from Catalyst prediction with 721,799 reactions and 888 catalyst types from USPTO. The task is: Predict which catalyst facilitates the given reaction. Reactant: [CH2:1]([O:8][C:9]([NH:11][CH2:12][CH2:13][CH2:14][C@@H:15]([C:24]([OH:26])=O)[NH:16][C:17]([O:19][C:20]([CH3:23])([CH3:22])[CH3:21])=[O:18])=[O:10])[C:2]1[CH:7]=[CH:6][CH:5]=[CH:4][CH:3]=1.Cl.[NH2:28][CH2:29][CH2:30][NH:31][C:32](=[O:41])[O:33][CH2:34][C:35]1[CH:40]=[CH:39][CH:38]=[CH:37][CH:36]=1.C(Cl)CCl.C1C=CC2N(O)N=NC=2C=1.C(N(CC)C(C)C)(C)C. Product: [CH2:34]([O:33][C:32](=[O:41])[NH:31][CH2:30][CH2:29][NH:28][C:24](=[O:26])[C@@H:15]([NH:16][C:17]([O:19][C:20]([CH3:21])([CH3:22])[CH3:23])=[O:18])[CH2:14][CH2:13][CH2:12][NH:11][C:9]([O:8][CH2:1][C:2]1[CH:3]=[CH:4][CH:5]=[CH:6][CH:7]=1)=[O:10])[C:35]1[CH:40]=[CH:39][CH:38]=[CH:37][CH:36]=1. The catalyst class is: 9.